From a dataset of Reaction yield outcomes from USPTO patents with 853,638 reactions. Predict the reaction yield, written as a fraction of the theoretical maximum amount of product (1.0 means a 100% yield; for example, 0.34 means a 34% yield). (1) The reactants are [F:1][C:2]([F:26])([F:25])[C:3]1[CH:20]=[C:19]([C:21]([F:24])([F:23])[F:22])[CH:18]=[CH:17][C:4]=1[O:5][C:6]1[CH:11]=[CH:10][C:9]([S:12](Cl)(=[O:14])=[O:13])=[CH:8][C:7]=1[F:16].[NH2:27][C:28]1[S:29][CH:30]=[CH:31][N:32]=1. The catalyst is N1C=CC=CC=1. The product is [F:1][C:2]([F:26])([F:25])[C:3]1[CH:20]=[C:19]([C:21]([F:24])([F:23])[F:22])[CH:18]=[CH:17][C:4]=1[O:5][C:6]1[CH:11]=[CH:10][C:9]([S:12]([NH:27][C:28]2[S:29][CH:30]=[CH:31][N:32]=2)(=[O:14])=[O:13])=[CH:8][C:7]=1[F:16]. The yield is 0.210. (2) The reactants are [C:1]([O:5][C:6]([NH:8][C@H:9]([CH2:14][C:15]1[CH:20]=[C:19]([F:21])[C:18]([F:22])=[CH:17][C:16]=1[F:23])[CH2:10][C:11]([OH:13])=O)=[O:7])([CH3:4])([CH3:3])[CH3:2].C1CCC(N=C=NC2CCCCC2)CC1.Cl.[F:40][C:41]([F:52])([F:51])[C:42]1[N:46]2[CH2:47][CH2:48][NH:49][CH2:50][C:45]2=[N:44][N:43]=1.CCN(CC)CC. The catalyst is CN(C1C=CN=CC=1)C.CC(O)C. The product is [F:51][C:41]([F:40])([F:52])[C:42]1[N:46]2[CH2:47][CH2:48][N:49]([C:11](=[O:13])[CH2:10][C@H:9]([NH:8][C:6](=[O:7])[O:5][C:1]([CH3:2])([CH3:3])[CH3:4])[CH2:14][C:15]3[CH:20]=[C:19]([F:21])[C:18]([F:22])=[CH:17][C:16]=3[F:23])[CH2:50][C:45]2=[N:44][N:43]=1. The yield is 0.850. (3) The reactants are Cl[C:2]1[C:7]([Cl:8])=[CH:6][C:5]([N+:9]([O-:11])=[O:10])=[CH:4][N:3]=1.Cl.[NH2:13][CH2:14][C:15]1[CH:16]=[C:17]([CH:22]=[CH:23][CH:24]=1)[C:18]([O:20][CH3:21])=[O:19].CCN(C(C)C)C(C)C. The catalyst is CC(O)C. The product is [Cl:8][C:7]1[C:2]([NH:13][CH2:14][C:15]2[CH:16]=[C:17]([CH:22]=[CH:23][CH:24]=2)[C:18]([O:20][CH3:21])=[O:19])=[N:3][CH:4]=[C:5]([N+:9]([O-:11])=[O:10])[CH:6]=1. The yield is 0.960. (4) The reactants are [F:1][C:2]1[CH:7]=[CH:6][C:5]([C:8]2[C:9]([C:24]3[CH:29]=[CH:28][N:27]=[CH:26][CH:25]=3)=[C:10]3[CH2:15][N:14](CC4C=CC=CC=4)[CH2:13][CH2:12][N:11]3[CH:23]=2)=[CH:4][CH:3]=1.Cl. The catalyst is CO.[OH-].[Pd+2].[OH-]. The product is [F:1][C:2]1[CH:3]=[CH:4][C:5]([C:8]2[C:9]([C:24]3[CH:29]=[CH:28][N:27]=[CH:26][CH:25]=3)=[C:10]3[CH2:15][NH:14][CH2:13][CH2:12][N:11]3[CH:23]=2)=[CH:6][CH:7]=1. The yield is 0.970. (5) The reactants are C([O:5][C:6]([C@H:8]1[CH2:12][CH2:11][CH2:10][N:9]1[C:13](=[O:44])[CH2:14][O:15][C:16]1[CH:21]=[C:20]([C:22]2[NH:26][C:25](=[S:27])[O:24][N:23]=2)[CH:19]=[C:18]([O:28][CH2:29][C:30]([N:32]2[CH2:36][CH2:35][CH2:34][C@@H:33]2[C:37]([O:39]C(C)(C)C)=[O:38])=[O:31])[CH:17]=1)=[O:7])(C)(C)C. The catalyst is FC(F)(F)C(O)=O. The product is [C:6]([C@H:8]1[CH2:12][CH2:11][CH2:10][N:9]1[C:13](=[O:44])[CH2:14][O:15][C:16]1[CH:17]=[C:18]([CH:19]=[C:20]([C:22]2[N:26]=[C:25]([S:27][C:20]([CH3:22])([CH3:21])[CH3:19])[O:24][N:23]=2)[CH:21]=1)[O:28][CH2:29][C:30]([N:32]1[CH2:36][CH2:35][CH2:34][C@@H:33]1[C:37]([OH:39])=[O:38])=[O:31])([OH:5])=[O:7]. The yield is 0.570. (6) The reactants are [CH2:1]([O:8][C:9](=[O:35])[NH:10][CH:11]([C:16]([N:18]1[CH2:22][CH2:21][CH:20]2[NH:23][CH2:24][CH:25]([O:26][C:27]3[CH:32]=[CH:31][C:30]([F:33])=[C:29]([F:34])[CH:28]=3)[CH:19]12)=[O:17])[C:12]([CH3:15])([CH3:14])[CH3:13])[C:2]1[CH:7]=[CH:6][CH:5]=[CH:4][CH:3]=1.CCN(C(C)C)C(C)C.Cl[C:46]1[N:51]=[CH:50][CH:49]=[CH:48][N:47]=1. The catalyst is CN(C=O)C.O. The product is [CH2:1]([O:8][C:9](=[O:35])[NH:10][CH:11]([C:16]([N:18]1[CH2:22][CH2:21][CH:20]2[N:23]([C:46]3[N:51]=[CH:50][CH:49]=[CH:48][N:47]=3)[CH2:24][CH:25]([O:26][C:27]3[CH:32]=[CH:31][C:30]([F:33])=[C:29]([F:34])[CH:28]=3)[CH:19]12)=[O:17])[C:12]([CH3:15])([CH3:14])[CH3:13])[C:2]1[CH:7]=[CH:6][CH:5]=[CH:4][CH:3]=1. The yield is 0.600. (7) The reactants are COC(C1S[C:7]([CH2:10][CH2:11][CH2:12][C@H:13]2[CH2:17][CH2:16][C:15](=[O:18])[C@@H:14]2[C:19]2[CH:24]=[CH:23][C:22]([CH:25](O)[CH2:26][CH2:27][CH2:28][CH2:29][CH3:30])=[CH:21][CH:20]=2)=[CH:8][CH:9]=1)=O.CC[N+](S(N=[C:43]([O:45][CH3:46])[O-:44])(=O)=O)(CC)CC. The catalyst is C1C=CC=CC=1. The product is [CH3:46][O:45][C:43](=[O:44])[CH2:9][CH2:8][CH2:7]/[CH:10]=[CH:11]\[CH2:12][C@H:13]1[CH2:17][CH2:16][C:15](=[O:18])[C@@H:14]1[C:19]1[CH:24]=[CH:23][C:22]([CH:25]=[CH:26][CH2:27][CH2:28][CH2:29][CH3:30])=[CH:21][CH:20]=1. The yield is 0.340. (8) The reactants are [CH:1]1([N:4]2[C:12]3[C:7](=[CH:8][CH:9]=[C:10]([OH:13])[CH:11]=3)[C:6]([C:14]#[N:15])=[CH:5]2)[CH2:3][CH2:2]1.C(OB(OC(C)C)OC(C)C)(C)C.[Li+].CC([N-]C(C)C)C.[CH:37]1([C@H:40]([O:42][C:43](=[O:52])[NH:44][C:45]2[CH:50]=[CH:49][C:48](I)=[CH:47][CH:46]=2)[CH3:41])[CH2:39][CH2:38]1.C([O-])([O-])=O.[K+].[K+]. The catalyst is C1COCC1.Cl[Pd]Cl.CN(C=O)C. The product is [CH:37]1([C@H:40]([O:42][C:43](=[O:52])[NH:44][C:45]2[CH:50]=[CH:49][C:48]([C:5]3[N:4]([CH:1]4[CH2:3][CH2:2]4)[C:12]4[C:7]([C:6]=3[C:14]#[N:15])=[CH:8][CH:9]=[C:10]([OH:13])[CH:11]=4)=[CH:47][CH:46]=2)[CH3:41])[CH2:39][CH2:38]1. The yield is 0.970.